Binary Classification. Given a miRNA mature sequence and a target amino acid sequence, predict their likelihood of interaction. From a dataset of Experimentally validated miRNA-target interactions with 360,000+ pairs, plus equal number of negative samples. The miRNA is hsa-miR-4529-3p with sequence AUUGGACUGCUGAUGGCCCGU. The protein sequence of the target gene is MEQPTSSINGEKRKSPCESNNENDEMQETPNRDLAPEPSLKKMKTSEYSTVLAFCYRKAKKIHSNQLENDQS. Result: 1 (interaction).